From a dataset of Reaction yield outcomes from USPTO patents with 853,638 reactions. Predict the reaction yield, written as a fraction of the theoretical maximum amount of product (1.0 means a 100% yield; for example, 0.34 means a 34% yield). (1) The reactants are C(OC([N:8]1[CH:13]([C:14]2[NH:15][C:16]([C:19]3[CH:28]=[CH:27][C:26]4[C:21](=[CH:22][CH:23]=[C:24]([C:29]5[CH:34]=[CH:33][C:32]([C:35]6[NH:36][C:37]([CH:40]7[CH2:46][C:43]8([CH2:45][CH2:44]8)[CH2:42][N:41]7[C:47](=[O:57])[CH:48]([NH:52][C:53]([O:55][CH3:56])=[O:54])[CH:49]([CH3:51])[CH3:50])=[N:38][CH:39]=6)=[CH:31][CH:30]=5)[CH:25]=4)[CH:20]=3)=[CH:17][N:18]=2)[CH:12]2[CH2:58][CH:9]1[CH2:10][CH2:11]2)=O)(C)(C)C.Cl.[CH:60]1([CH:63]([NH:67][C:68]([O:70][CH3:71])=[O:69])[C:64]([OH:66])=O)[CH2:62][CH2:61]1.CN(C(ON1N=NC2C=CC=NC1=2)=[N+](C)C)C.F[P-](F)(F)(F)(F)F.CN1CCOCC1. The catalyst is CO.C(Cl)Cl. The product is [CH3:56][O:55][C:53](=[O:54])[NH:52][CH:48]([C:47]([N:41]1[CH:40]([C:37]2[NH:36][C:35]([C:32]3[CH:33]=[CH:34][C:29]([C:24]4[CH:23]=[CH:22][C:21]5[C:26](=[CH:27][CH:28]=[C:19]([C:16]6[NH:15][C:14]([CH:13]7[CH:12]8[CH2:58][CH:9]([CH2:10][CH2:11]8)[N:8]7[C:64](=[O:66])[CH:63]([CH:60]7[CH2:61][CH2:62]7)[NH:67][C:68]([O:70][CH3:71])=[O:69])=[N:18][CH:17]=6)[CH:20]=5)[CH:25]=4)=[CH:30][CH:31]=3)=[CH:39][N:38]=2)[CH2:46][C:43]2([CH2:45][CH2:44]2)[CH2:42]1)=[O:57])[CH:49]([CH3:51])[CH3:50]. The yield is 0.490. (2) The reactants are Cl.[N:2]1[CH:7]=[CH:6][CH:5]=[CH:4][C:3]=1[N:8]1[C:12]([NH2:13])=[CH:11][CH:10]=[N:9]1.[N:14](OCCC(C)C)=[O:15]. The catalyst is C(O)C. The product is [N:14]([C:11]1[CH:10]=[N:9][N:8]([C:3]2[CH:4]=[CH:5][CH:6]=[CH:7][N:2]=2)[C:12]=1[NH2:13])=[O:15]. The yield is 0.810.